From a dataset of Peptide-MHC class I binding affinity with 185,985 pairs from IEDB/IMGT. Regression. Given a peptide amino acid sequence and an MHC pseudo amino acid sequence, predict their binding affinity value. This is MHC class I binding data. (1) The MHC is HLA-B08:01 with pseudo-sequence HLA-B08:01. The peptide sequence is FPKVRAQEL. The binding affinity (normalized) is 0.677. (2) The peptide sequence is IMYDSGAKY. The MHC is HLA-B08:01 with pseudo-sequence HLA-B08:01. The binding affinity (normalized) is 0.0847. (3) The binding affinity (normalized) is 0. The peptide sequence is CPQKKKSQA. The MHC is HLA-B53:01 with pseudo-sequence HLA-B53:01.